Dataset: Reaction yield outcomes from USPTO patents with 853,638 reactions. Task: Predict the reaction yield, written as a fraction of the theoretical maximum amount of product (1.0 means a 100% yield; for example, 0.34 means a 34% yield). (1) The reactants are [CH3:1][O:2][C:3]1[C:8]2[NH:9][C:10]([C:12]3[S:13][CH:14]=[CH:15][CH:16]=3)=[N:11][C:7]=2[C:6]([C:17]([OH:19])=O)=[CH:5][CH:4]=1.[NH2:20][CH2:21][CH2:22][NH:23][C:24](=[O:32])[C:25]1[CH:30]=[CH:29][C:28]([CH3:31])=[CH:27][CH:26]=1. No catalyst specified. The product is [CH3:1][O:2][C:3]1[C:8]2[NH:9][C:10]([C:12]3[S:13][CH:14]=[CH:15][CH:16]=3)=[N:11][C:7]=2[C:6]([C:17]([NH:20][CH2:21][CH2:22][NH:23][C:24](=[O:32])[C:25]2[CH:30]=[CH:29][C:28]([CH3:31])=[CH:27][CH:26]=2)=[O:19])=[CH:5][CH:4]=1. The yield is 0.760. (2) The reactants are [CH2:1]([O:8][C:9]([NH:11][CH2:12][C:13]1([C:28](=[O:36])[NH:29][C:30]2[CH:35]=[CH:34][CH:33]=[CH:32][CH:31]=2)[CH2:18][CH2:17][CH2:16][N:15](C(OCC[Si](C)(C)C)=O)[CH2:14]1)=[O:10])[C:2]1[CH:7]=[CH:6][CH:5]=[CH:4][CH:3]=1.CCCC[N+](CCCC)(CCCC)CCCC.[F-]. The catalyst is C1COCC1. The product is [CH2:1]([O:8][C:9](=[O:10])[NH:11][CH2:12][C:13]1([C:28](=[O:36])[NH:29][C:30]2[CH:35]=[CH:34][CH:33]=[CH:32][CH:31]=2)[CH2:18][CH2:17][CH2:16][NH:15][CH2:14]1)[C:2]1[CH:7]=[CH:6][CH:5]=[CH:4][CH:3]=1. The yield is 0.696.